Dataset: Catalyst prediction with 721,799 reactions and 888 catalyst types from USPTO. Task: Predict which catalyst facilitates the given reaction. (1) Reactant: [Br:1][C:2]1[CH:3]=[CH:4][C:5]2[NH:9][S:8](=[O:11])(=[O:10])[N:7]([CH3:12])[C:6]=2[CH:13]=1.C([O-])([O-])=O.[K+].[K+].[CH3:20][Si:21]([CH2:24][CH2:25][O:26][CH2:27]Cl)([CH3:23])[CH3:22]. Product: [Br:1][C:2]1[CH:3]=[CH:4][C:5]2[N:9]([CH2:27][O:26][CH2:25][CH2:24][Si:21]([CH3:23])([CH3:22])[CH3:20])[S:8](=[O:11])(=[O:10])[N:7]([CH3:12])[C:6]=2[CH:13]=1. The catalyst class is: 18. (2) Reactant: C([O-])([O-])=O.[K+].[K+].C([N:10]1[C:18]2[C:13](=[CH:14][CH:15]=[C:16]([CH3:19])[CH:17]=2)[C:12]([C:20]([NH:22][C:23]2[CH:28]=[CH:27][C:26]([N:29]3[C:33]([CH3:34])=[C:32]([C:35](=[O:39])[CH2:36][CH2:37][CH3:38])[CH:31]=[N:30]3)=[CH:25][CH:24]=2)=[O:21])=[CH:11]1)(=O)C. Product: [C:35]([C:32]1[CH:31]=[N:30][N:29]([C:26]2[CH:27]=[CH:28][C:23]([NH:22][C:20]([C:12]3[C:13]4[C:18](=[CH:17][C:16]([CH3:19])=[CH:15][CH:14]=4)[NH:10][CH:11]=3)=[O:21])=[CH:24][CH:25]=2)[C:33]=1[CH3:34])(=[O:39])[CH2:36][CH2:37][CH3:38]. The catalyst class is: 513. (3) Reactant: C(OC([N:8]1[CH2:12][C@@H:11]([N:13]=[N+:14]=[N-:15])[CH2:10][C@@H:9]1[CH2:16][C:17]1[C:25]2[C:20](=[CH:21][CH:22]=[CH:23][CH:24]=2)[NH:19][C:18]=1[CH3:26])=O)(C)(C)C.FC(F)(F)C(O)=O. Product: [N:13]([C@@H:11]1[CH2:12][NH:8][C@@H:9]([CH2:16][C:17]2[C:25]3[C:20](=[CH:21][CH:22]=[CH:23][CH:24]=3)[NH:19][C:18]=2[CH3:26])[CH2:10]1)=[N+:14]=[N-:15]. The catalyst class is: 4. (4) The catalyst class is: 20. Product: [C:37]([O:36][C:34](=[O:35])[CH2:33][N:8]1[C@H:7]([C:24]2[CH:25]=[CH:26][C:27]([C:28]#[N:29])=[CH:30][CH:31]=2)[C:6]([C:3](=[O:5])[CH3:4])=[C:11]([CH3:12])[N:10]([C:13]2[CH:18]=[CH:17][CH:16]=[C:15]([C:19]([F:20])([F:21])[F:22])[CH:14]=2)[C:9]1=[O:23])([CH3:40])([CH3:39])[CH3:38]. Reactant: [H-].[Na+].[C:3]([C:6]1[C@@H:7]([C:24]2[CH:31]=[CH:30][C:27]([C:28]#[N:29])=[CH:26][CH:25]=2)[NH:8][C:9](=[O:23])[N:10]([C:13]2[CH:18]=[CH:17][CH:16]=[C:15]([C:19]([F:22])([F:21])[F:20])[CH:14]=2)[C:11]=1[CH3:12])(=[O:5])[CH3:4].Br[CH2:33][C:34]([O:36][C:37]([CH3:40])([CH3:39])[CH3:38])=[O:35].[Cl-].[Na+]. (5) Reactant: [CH2:1]([NH2:4])[CH2:2][CH3:3].[Cl:5][C:6]1[N:7]=[C:8](Cl)[C:9]2[N:15]=[C:14]([Cl:16])[N:13]=[C:12](Cl)[C:10]=2[N:11]=1.C([O-])([O-])=O.[K+].[K+].[CH2:25]([NH2:28])[C:26]#[CH:27]. Product: [Cl:5][C:6]1[N:7]=[C:8]([NH:28][CH2:25][CH2:26][CH3:27])[C:9]2[N:15]=[C:14]([Cl:16])[N:13]=[C:12]([NH:4][CH2:1][C:2]#[CH:3])[C:10]=2[N:11]=1. The catalyst class is: 20.